From a dataset of Antibody paratope prediction from SAbDab with 1,023 antibody chains. Token-level Classification. Given an antibody amino acid sequence, predict which amino acid positions are active in antigen binding. Output is a list of indices for active paratope positions. (1) Given the antibody sequence: DIVLTQSPASLAVSLGQRATISCRASESVDNYGFSFMNWFQQKPGQPPKLLIYAISNRGSGVPARFSGSGSGTDFSLNIHPVEEDDPAMYFCQQTKEVPWTFGGGTKLEIK, which amino acid positions are active in antigen binding (paratope)? The paratope positions are: [30, 31, 32, 33]. (2) Given the antibody sequence: EVRLIQSGAVMRKPGSSVKISCRASGYNFREYSIHWVRLIPGRGLEWIGWIKGMWGAVSYARQLQGRVSMTRQLSQDPDDPDWGIAYLEFSGLTSGDTAEYFCVRKGPSCPHCGDFHWQHWGQGTAVVVS, which amino acid positions are active in antigen binding (paratope)? The paratope positions are: [52, 77, 78, 79, 80, 81, 82, 83, 90, 91, 92, 111, 112, 113, 114, 115, 116, 117]. (3) Given the antibody sequence: QSVLTQSPSASGTPGQAITISCSGSSSNIGSNPVNWYQQLPGAAPKLLIYADEHRPSGVPDRFSGSKSGTSASLAISGLQSEDEADYYCAAWDDSLSGPAVVFGGGTKLTVL, which amino acid positions are active in antigen binding (paratope)? The paratope positions are: [29, 30, 96, 97, 98, 99]. (4) Given the antibody sequence: EIVLTQSPGTLSLSPGERATLSCRASQSVASSYLAWYQQKPGQAPRLLIYGASSRATGVPDRFSGSGSGTDFILTISRLEPEDFAVYYCQQYDGSQYTFGQGTKLEIK, which amino acid positions are active in antigen binding (paratope)? The paratope positions are: [30]. (5) Given the antibody sequence: EVQLVESGGGLVQPGGSLRLSCAASGYSFTGHWMNWVRQAPGKGLEWVGMIHPSDSETRYNQKFKDRFTISVDKSKNTLYLQMNSLRAEDTAVYYCARGIYFYGTTYFDYWGQGTLVTVSS, which amino acid positions are active in antigen binding (paratope)? The paratope positions are: [52, 83, 84, 85, 104, 105, 106, 107].